This data is from Experimentally validated miRNA-target interactions with 360,000+ pairs, plus equal number of negative samples. The task is: Binary Classification. Given a miRNA mature sequence and a target amino acid sequence, predict their likelihood of interaction. The miRNA is hsa-miR-3173-3p with sequence AAAGGAGGAAAUAGGCAGGCCA. The protein sequence of the target gene is MSRRSSRLQAKQHAQPNQPDSPQETQIIQAKKRKTAQDVKKRKEEITKKHQYEIRNCWPPVLSGGISPCIIIETPHKEIGTSDFSRFTNYRFKNLFINPSPLPDLSWACSQEVWQNMLQKENRYVHDKHFQVLHSDLEPQMRSILLDWLLEVCEVYTLHRETFYLAQDFFDRFMLTQKDVNKNMLQLIGITSLFIASKLEEIYAPKLQEFAYVTDGACSEVDILKMELNILKALKWELCPVTVISWLNLFLQVDAVKDVPKVLLPQYSQETFIQIAQLLDLCILAIDSLEFQYRILAAAA.... Result: 0 (no interaction).